Dataset: Reaction yield outcomes from USPTO patents with 853,638 reactions. Task: Predict the reaction yield, written as a fraction of the theoretical maximum amount of product (1.0 means a 100% yield; for example, 0.34 means a 34% yield). (1) The catalyst is C(Cl)Cl.[Ru]([O-])(=O)(=O)=O.C([N+](CCC)(CCC)CCC)CC. The product is [C:1]([O:5][C:6]([N:8]1[CH2:13][CH2:12][CH2:11][CH2:10][CH:9]1[CH2:14][CH2:15][CH:16]=[O:17])=[O:7])([CH3:4])([CH3:3])[CH3:2]. The reactants are [C:1]([O:5][C:6]([N:8]1[CH2:13][CH2:12][CH2:11][CH2:10][CH:9]1[CH2:14][CH2:15][CH2:16][OH:17])=[O:7])([CH3:4])([CH3:3])[CH3:2].C[N+]1([O-])CCOCC1. The yield is 0.860. (2) The reactants are [NH:1]1[CH2:6][CH2:5][O:4][CH2:3][CH2:2]1.[Cl:7][C:8]1[N:13]=[C:12]([Cl:14])[CH:11]=[C:10]([Cl:15])[N:9]=1.OS([O-])(=O)=O.[Na+].CCOC(C)=O. The catalyst is CCO. The product is [Cl:15][C:10]1[CH:11]=[C:12]([Cl:14])[N:13]=[C:8]([N:1]2[CH2:6][CH2:5][O:4][CH2:3][CH2:2]2)[N:9]=1.[Cl:7][C:8]1[N:13]=[C:12]([N:1]2[CH2:6][CH2:5][O:4][CH2:3][CH2:2]2)[CH:11]=[C:10]([Cl:15])[N:9]=1. The yield is 0.200. (3) The reactants are C[O:2][C:3]([C:5]1[CH:6]=[CH:7][C:8]2[N:9]([CH:21]3[CH2:26][CH2:25][N:24]([CH2:27][C:28]4[CH:33]=[CH:32][CH:31]=[CH:30][CH:29]=4)[CH2:23][CH2:22]3)[C:10]3[C:15]([O:16][C:17]=2[CH:18]=1)=[C:14]([O:19][CH3:20])[CH:13]=[CH:12][CH:11]=3)=[O:4].[OH-].[Na+].O.Cl. The catalyst is O1CCOCC1. The product is [CH2:27]([N:24]1[CH2:23][CH2:22][CH:21]([N:9]2[C:8]3[CH:7]=[CH:6][C:5]([C:3]([OH:4])=[O:2])=[CH:18][C:17]=3[O:16][C:15]3[C:10]2=[CH:11][CH:12]=[CH:13][C:14]=3[O:19][CH3:20])[CH2:26][CH2:25]1)[C:28]1[CH:33]=[CH:32][CH:31]=[CH:30][CH:29]=1. The yield is 0.940. (4) The reactants are [NH2:1][C:2]1[N:7]=[CH:6][N:5]=[C:4]2[N:8]([CH2:27][C@H:28]3[CH2:32][CH2:31][CH2:30][N:29]3[C:33](=[O:37])[CH2:34][C:35]#[N:36])[N:9]=[C:10]([C:11]3[CH:16]=[CH:15][C:14]([O:17][C:18]4[CH:23]=[CH:22][CH:21]=[C:20]([F:24])[C:19]=4[F:25])=[CH:13][C:12]=3[F:26])[C:3]=12.[CH:38]1([CH:41]=O)[CH2:40][CH2:39]1.N1CCCCC1. The catalyst is C(O)C. The product is [NH2:1][C:2]1[N:7]=[CH:6][N:5]=[C:4]2[N:8]([CH2:27][C@H:28]3[CH2:32][CH2:31][CH2:30][N:29]3[C:33]([C:34](=[CH:41][CH:38]3[CH2:40][CH2:39]3)[C:35]#[N:36])=[O:37])[N:9]=[C:10]([C:11]3[CH:16]=[CH:15][C:14]([O:17][C:18]4[CH:23]=[CH:22][CH:21]=[C:20]([F:24])[C:19]=4[F:25])=[CH:13][C:12]=3[F:26])[C:3]=12. The yield is 0.360.